This data is from Full USPTO retrosynthesis dataset with 1.9M reactions from patents (1976-2016). The task is: Predict the reactants needed to synthesize the given product. (1) Given the product [CH3:24][O:25][C:26](=[O:32])[CH:27]([CH:29]1[CH2:31][CH2:30]1)[O:22][C:20]1[CH:19]=[CH:18][C:17]2[C:11]3[N:12]([CH2:13][CH2:14][O:15][C:16]=2[CH:21]=1)[CH:23]=[C:9]([C:8]1[N:4]([CH:1]([CH3:3])[CH3:2])[N:5]=[CH:6][N:7]=1)[N:10]=3, predict the reactants needed to synthesize it. The reactants are: [CH:1]([N:4]1[C:8]([C:9]2[N:10]=[C:11]3[C:17]4[CH:18]=[CH:19][C:20]([OH:22])=[CH:21][C:16]=4[O:15][CH2:14][CH2:13][N:12]3[CH:23]=2)=[N:7][CH:6]=[N:5]1)([CH3:3])[CH3:2].[CH3:24][O:25][C:26](=[O:32])[CH:27]([CH:29]1[CH2:31][CH2:30]1)O.CC(OC(/N=N/C(OC(C)C)=O)=O)C. (2) Given the product [Cl:1][C:2]1[N:12]=[C:11]2[C:5]([N:6]([CH3:14])[C:7](=[O:13])[CH2:8][CH2:9][N:10]2[CH:18]2[CH2:22][CH2:21][CH2:20][C:19]2=[O:23])=[CH:4][N:3]=1, predict the reactants needed to synthesize it. The reactants are: [Cl:1][C:2]1[N:12]=[C:11]2[C:5]([N:6]([CH3:14])[C:7](=[O:13])[CH2:8][CH2:9][NH:10]2)=[CH:4][N:3]=1.[H-].[Na+].Cl[CH:18]1[CH2:22][CH2:21][CH2:20][C:19]1=[O:23].[Cl-].[NH4+]. (3) Given the product [F:1][C:2]1[CH:3]=[CH:4][C:5]([N:8]2[C:12]3[CH2:13][C@H:14]4[C@:19]([C:21]([C:23]5[N:24]=[CH:25][S:26][CH:27]=5)=[O:22])([CH2:20][C:11]=3[CH:10]=[N:9]2)[CH2:18][N:17]([C:28]([O:30][C:31]([CH3:34])([CH3:33])[CH3:32])=[O:29])[CH2:16][CH2:15]4)=[CH:6][CH:7]=1, predict the reactants needed to synthesize it. The reactants are: [F:1][C:2]1[CH:7]=[CH:6][C:5]([N:8]2[C:12]3[CH:13]=[C:14]4[C@:19]([C:21]([C:23]5[N:24]=[CH:25][S:26][CH:27]=5)=[O:22])([CH2:20][C:11]=3[CH:10]=[N:9]2)[CH2:18][N:17]([C:28]([O:30][C:31]([CH3:34])([CH3:33])[CH3:32])=[O:29])[CH2:16][CH2:15]4)=[CH:4][CH:3]=1.[H][H]. (4) Given the product [CH2:1]([O:8][C:20]1[C:19]([F:22])=[CH:18][C:14]([C:15]([OH:17])=[O:16])=[CH:13][C:12]=1[F:11])[C:2]1[CH:7]=[CH:6][CH:5]=[CH:4][CH:3]=1, predict the reactants needed to synthesize it. The reactants are: [CH2:1]([OH:8])[C:2]1[CH:7]=[CH:6][CH:5]=[CH:4][CH:3]=1.[H-].[Na+].[F:11][C:12]1[CH:13]=[C:14]([CH:18]=[C:19]([F:22])[C:20]=1F)[C:15]([OH:17])=[O:16].Cl. (5) Given the product [CH3:20][C:11]1[CH:12]=[C:13]([C:2]2[CH:10]=[CH:9][C:5]([CH2:6][CH2:7][NH2:8])=[CH:4][CH:3]=2)[CH:14]=[CH:15][CH:16]=1, predict the reactants needed to synthesize it. The reactants are: Br[C:2]1[CH:10]=[CH:9][C:5]([CH2:6][CH2:7][NH2:8])=[CH:4][CH:3]=1.[C:11]1([CH3:20])[CH:16]=[CH:15][CH:14]=[C:13](B(O)O)[CH:12]=1.C(=O)([O-])[O-].[Na+].[Na+]. (6) Given the product [CH:8]1([CH2:11][CH2:12][O:13][C:14]2[N:22]=[C:21]3[C:17]([N:18]=[C:19]([O:23][CH3:24])[N:20]3[CH2:27][CH2:28][CH2:29][CH2:30][CH:31]3[CH2:36][CH2:35][CH2:34][CH2:33][O:32]3)=[C:16]([NH2:25])[N:15]=2)[CH2:10][CH2:9]1, predict the reactants needed to synthesize it. The reactants are: FC(F)(F)C(O)=O.[CH:8]1([CH2:11][CH2:12][O:13][C:14]2[NH:15][C:16]([NH2:25])=[C:17]3[C:21]([N:22]=2)=[N:20][C:19]([O:23][CH3:24])=[N:18]3)[CH2:10][CH2:9]1.Br[CH2:27][CH2:28][CH2:29][CH2:30][CH:31]1[CH2:36][CH2:35][CH2:34][CH2:33][O:32]1. (7) Given the product [NH2:34][C:31]1[N:32]=[CH:33][C:28]([C:2]2[N:3]=[C:4]([NH:15][S:16]([CH3:19])(=[O:18])=[O:17])[C:5]3[C:6](=[O:14])[N:7]([CH2:12][CH3:13])[CH:8]=[CH:9][C:10]=3[CH:11]=2)=[CH:29][N:30]=1, predict the reactants needed to synthesize it. The reactants are: Cl[C:2]1[N:3]=[C:4]([NH:15][S:16]([CH3:19])(=[O:18])=[O:17])[C:5]2[C:6](=[O:14])[N:7]([CH2:12][CH3:13])[CH:8]=[CH:9][C:10]=2[CH:11]=1.CC1(C)C(C)(C)OB([C:28]2[CH:29]=[N:30][C:31]([NH2:34])=[N:32][CH:33]=2)O1.C([O-])([O-])=O.[Na+].[Na+]. (8) Given the product [C:39]([N:42]1[CH2:47][CH2:46][N:45]([C:23]([C@@H:22]2[CH2:26][CH2:27][C@@H:28]([CH2:29][CH3:30])[N:21]2[C:19]([C:13]2[S:12][C:11]3=[N:10][C@:9]([C:32]4[CH:33]=[N:34][C:35]([Cl:38])=[CH:36][CH:37]=4)([CH3:31])[C@@H:8]([C:5]4[CH:4]=[CH:3][C:2]([Cl:1])=[CH:7][CH:6]=4)[N:15]3[C:14]=2[CH:16]([CH3:17])[CH3:18])=[O:20])=[O:24])[CH2:44][C@H:43]1[CH3:48])(=[O:41])[CH3:40], predict the reactants needed to synthesize it. The reactants are: [Cl:1][C:2]1[CH:7]=[CH:6][C:5]([C@H:8]2[N:15]3[C:11]([S:12][C:13]([C:19]([N:21]4[C@H:28]([CH2:29][CH3:30])[CH2:27][CH2:26][C@H:22]4[C:23](O)=[O:24])=[O:20])=[C:14]3[CH:16]([CH3:18])[CH3:17])=[N:10][C@:9]2([C:32]2[CH:33]=[N:34][C:35]([Cl:38])=[CH:36][CH:37]=2)[CH3:31])=[CH:4][CH:3]=1.[C:39]([N:42]1[CH2:47][CH2:46][NH:45][CH2:44][C@H:43]1[CH3:48])(=[O:41])[CH3:40]. (9) The reactants are: [NH2:1][C@H:2](/[C:29](/[CH3:37])=[CH:30]/[C:31]1[N:32]=[C:33]([CH3:36])[S:34][CH:35]=1)[CH2:3][C@@H:4]1[O:28][C@:5]1([CH3:27])[CH2:6][CH2:7][C:8](=[O:26])[C@H:9]([CH3:25])[C@H:10]([OH:24])[C@@H:11]([CH3:23])[C:12](=[O:22])[C:13]([CH3:21])([CH3:20])[C@@H:14]([OH:19])[CH2:15][C:16]([OH:18])=[O:17].C=O.[C:40]([BH3-])#N.[Na+].Cl. Given the product [OH:19][C@H:14]([C:13]([CH3:20])([CH3:21])[C:12](=[O:22])[C@H:11]([CH3:23])[C@@H:10]([OH:24])[C@@H:9]([CH3:25])[C:8](=[O:26])[CH2:7][CH2:6][C@@:5]1([CH3:27])[O:28][C@H:4]1[CH2:3][C@H:2]([NH:1][CH3:40])/[C:29](/[CH3:37])=[CH:30]/[C:31]1[N:32]=[C:33]([CH3:36])[S:34][CH:35]=1)[CH2:15][C:16]([OH:18])=[O:17], predict the reactants needed to synthesize it.